This data is from Buchwald-Hartwig C-N cross coupling reaction yields with 55,370 reactions. The task is: Predict the reaction yield, written as a fraction of the theoretical maximum amount of product (1.0 means a 100% yield; for example, 0.34 means a 34% yield). (1) The product is COc1ccc(Nc2ccc(C)cc2)cc1. The reactants are COc1ccc(I)cc1.Cc1ccc(N)cc1.O=S(=O)(O[Pd]1c2ccccc2-c2ccccc2N~1)C(F)(F)F.CC(C)c1cc(C(C)C)c(-c2ccccc2P(C2CCCCC2)C2CCCCC2)c(C(C)C)c1.CCN=P(N=P(N(C)C)(N(C)C)N(C)C)(N(C)C)N(C)C.c1ccc(CN(Cc2ccccc2)c2ccno2)cc1. No catalyst specified. The yield is 0.0282. (2) The reactants are COc1ccc(I)cc1.Cc1ccc(N)cc1.O=S(=O)(O[Pd]1c2ccccc2-c2ccccc2N~1)C(F)(F)F.CC(C)c1cc(C(C)C)c(-c2ccccc2P(C2CCCCC2)C2CCCCC2)c(C(C)C)c1.CN(C)C(=NC(C)(C)C)N(C)C.Cc1ccon1. No catalyst specified. The product is COc1ccc(Nc2ccc(C)cc2)cc1. The yield is 0.342. (3) The reactants are Brc1cccnc1.Cc1ccc(N)cc1.O=S(=O)(O[Pd]1c2ccccc2-c2ccccc2N~1)C(F)(F)F.COc1ccc(OC)c(P(C(C)(C)C)C(C)(C)C)c1-c1c(C(C)C)cc(C(C)C)cc1C(C)C.CN(C)C(=NC(C)(C)C)N(C)C.Cc1cc(-c2ccccc2)on1. No catalyst specified. The product is Cc1ccc(Nc2cccnc2)cc1. The yield is 0.568. (4) The reactants are Ic1cccnc1.Cc1ccc(N)cc1.O=S(=O)(O[Pd]1c2ccccc2-c2ccccc2N~1)C(F)(F)F.CC(C)c1cc(C(C)C)c(-c2ccccc2P(C2CCCCC2)C2CCCCC2)c(C(C)C)c1.CCN=P(N=P(N(C)C)(N(C)C)N(C)C)(N(C)C)N(C)C.c1ccc2oncc2c1. No catalyst specified. The product is Cc1ccc(Nc2cccnc2)cc1. The yield is 0.285. (5) The reactants are COc1ccc(Br)cc1.Cc1ccc(N)cc1.O=S(=O)(O[Pd]1c2ccccc2-c2ccccc2N~1)C(F)(F)F.COc1ccc(OC)c(P(C(C)(C)C)C(C)(C)C)c1-c1c(C(C)C)cc(C(C)C)cc1C(C)C.CN(C)C(=NC(C)(C)C)N(C)C.Cc1cc(-n2cccc2)no1. No catalyst specified. The product is COc1ccc(Nc2ccc(C)cc2)cc1. The yield is 0.379. (6) The reactants are Ic1cccnc1.Cc1ccc(N)cc1.O=S(=O)(O[Pd]1c2ccccc2-c2ccccc2N~1)C(F)(F)F.COc1ccc(OC)c(P(C(C)(C)C)C(C)(C)C)c1-c1c(C(C)C)cc(C(C)C)cc1C(C)C.CCN=P(N=P(N(C)C)(N(C)C)N(C)C)(N(C)C)N(C)C.c1ccc(CN(Cc2ccccc2)c2ccno2)cc1. No catalyst specified. The product is Cc1ccc(Nc2cccnc2)cc1. The yield is 0.585. (7) The reactants are FC(F)(F)c1ccc(Br)cc1.Cc1ccc(N)cc1.O=S(=O)(O[Pd]1c2ccccc2-c2ccccc2N~1)C(F)(F)F.CC(C)c1cc(C(C)C)c(-c2ccccc2P(C(C)(C)C)C(C)(C)C)c(C(C)C)c1.CN(C)C(=NC(C)(C)C)N(C)C.COC(=O)c1cc(-c2ccco2)on1. No catalyst specified. The product is Cc1ccc(Nc2ccc(C(F)(F)F)cc2)cc1. The yield is 0.373. (8) The reactants are CCc1ccc(Cl)cc1.Cc1ccc(N)cc1.O=S(=O)(O[Pd]1c2ccccc2-c2ccccc2N~1)C(F)(F)F.COc1ccc(OC)c(P([C@]23C[C@H]4C[C@H](C[C@H](C4)C2)C3)[C@]23C[C@H]4C[C@H](C[C@H](C4)C2)C3)c1-c1c(C(C)C)cc(C(C)C)cc1C(C)C.CCN=P(N=P(N(C)C)(N(C)C)N(C)C)(N(C)C)N(C)C.c1ccc(CN(Cc2ccccc2)c2ccon2)cc1. No catalyst specified. The product is CCc1ccc(Nc2ccc(C)cc2)cc1. The yield is 0.0235. (9) The yield is 0.272. The reactants are Clc1ccccn1.Cc1ccc(N)cc1.O=S(=O)(O[Pd]1c2ccccc2-c2ccccc2N~1)C(F)(F)F.CC(C)c1cc(C(C)C)c(-c2ccccc2P(C(C)(C)C)C(C)(C)C)c(C(C)C)c1.CCN=P(N=P(N(C)C)(N(C)C)N(C)C)(N(C)C)N(C)C.Fc1cccc(F)c1-c1ccno1. No catalyst specified. The product is Cc1ccc(Nc2ccccn2)cc1. (10) The reactants are CCc1ccc(I)cc1.Cc1ccc(N)cc1.O=S(=O)(O[Pd]1c2ccccc2-c2ccccc2N~1)C(F)(F)F.COc1ccc(OC)c(P([C@]23C[C@H]4C[C@H](C[C@H](C4)C2)C3)[C@]23C[C@H]4C[C@H](C[C@H](C4)C2)C3)c1-c1c(C(C)C)cc(C(C)C)cc1C(C)C.CN(C)C(=NC(C)(C)C)N(C)C.Fc1cccc(F)c1-c1ccno1. No catalyst specified. The product is CCc1ccc(Nc2ccc(C)cc2)cc1. The yield is 0.609.